Dataset: Catalyst prediction with 721,799 reactions and 888 catalyst types from USPTO. Task: Predict which catalyst facilitates the given reaction. Reactant: [NH2:1][C:2]1[CH:3]=[N:4][CH:5]=[CH:6][C:7]=1[N:8]1[CH2:13][C@H:12]([C:14]([F:17])([F:16])[F:15])[CH2:11][C@H:10]([NH:18][C:19](=[O:25])[O:20][C:21]([CH3:24])([CH3:23])[CH3:22])[CH2:9]1.[C:26]([O:30][C:31]([NH:33][C:34]1[O:42][C:41]2[C:36](=[N:37][CH:38]=[C:39]([CH2:43][N:44]3[CH2:47][C:46]([F:49])([F:48])[CH2:45]3)[CH:40]=2)[C:35]=1[C:50](O)=[O:51])=[O:32])([CH3:29])([CH3:28])[CH3:27].CCN(C(C)C)C(C)C.CN(C(ON1N=NC2C=CC=NC1=2)=[N+](C)C)C.F[P-](F)(F)(F)(F)F. Product: [C:26]([O:30][C:31]([NH:33][C:34]1[O:42][C:41]2[C:36](=[N:37][CH:38]=[C:39]([CH2:43][N:44]3[CH2:45][C:46]([F:49])([F:48])[CH2:47]3)[CH:40]=2)[C:35]=1[C:50]([NH:1][C:2]1[CH:3]=[N:4][CH:5]=[CH:6][C:7]=1[N:8]1[CH2:13][C@H:12]([C:14]([F:16])([F:15])[F:17])[CH2:11][C@H:10]([NH:18][C:19](=[O:25])[O:20][C:21]([CH3:22])([CH3:24])[CH3:23])[CH2:9]1)=[O:51])=[O:32])([CH3:29])([CH3:27])[CH3:28]. The catalyst class is: 525.